From a dataset of Experimentally validated miRNA-target interactions with 360,000+ pairs, plus equal number of negative samples. Binary Classification. Given a miRNA mature sequence and a target amino acid sequence, predict their likelihood of interaction. (1) The miRNA is hsa-miR-4716-5p with sequence UCCAUGUUUCCUUCCCCCUUCU. The protein sequence of the target gene is MQAAVAVSVPFLLLCVLGTCPPARCGQAGDASLMELEKRKENRFVERQSIVPLRLIYRSGGEDESRHDALDTRVRGDLGGPQLTHVDQASFQVDAFGTSFILDVVLNHDLLSSEYIERHIEHGGKTVEVKGGEHCYYQGHIRGNPDSFVALSTCHGLHGMFYDGNHTYLIEPEENDTTQEDFHFHSVYKSRLFEFSLDDLPSEFQQVNITPSKFILKPRPKRSKRQLRRYPRNVEEETKYIELMIVNDHLMFKKHRLSVVHTNTYAKSVVNMADLIYKDQLKTRIVLVAMETWATDNKFA.... Result: 1 (interaction). (2) The miRNA is mmu-miR-704 with sequence AGACAUGUGCUCUGCUCCUAG. The protein sequence of the target gene is MLPTEVPQSHPGPSALLLLQLLLPPTSAFFPNIWSLLAAPGSITHQDLTEEAALNVTLQLFLEQPPPGRPPLRLEDFLGRTLLADDLFAAYFGPGSSRRFRAALGEVSRANAAQDFLPTSRNDPDLHFDAERLGQGRARLVGALRETVVAARALDHTLARQRLGAALHALQDFYSHSNWVELGEQQPHPHLLWPRQELQNLAQVADPTCSDCEELSCPRNWLGFTLLTSGYFGTHPPKPPGKCSHGGHFDRSSSQPPRGGINKDSTSPGFSPHHMLHLQAAKLALLASIQAFSLLRSRLG.... Result: 0 (no interaction). (3) The miRNA is hsa-miR-4640-5p with sequence UGGGCCAGGGAGCAGCUGGUGGG. The protein sequence of the target gene is MELREEAWSPGPLDSEDQQMASHENPVDILIMDDDDVPSWPPTKLSPPQSAPPAGPPPRPRPPAPYICNECGKSFSHWSKLTRHQRTHTGERPNACADCGKTFSQSSHLVQHRRIHTGEKPYACLECGKRFSWSSNLMQHQRIHTGEKPYTCPDCGRSFTQSKSLAKHRRSHSGLKPFVCPRCGRGFSQPKSLARHLRLHPELSGPGVAAKVLAASVRRAKGPEEAVAADGEIAIPVGDGEGIIVVGAPGEGAAAAAAMAGAGAKAAGPRSRRAPAPKPYVCLECGKGFGHGAGLLAHQR.... Result: 1 (interaction).